From a dataset of Full USPTO retrosynthesis dataset with 1.9M reactions from patents (1976-2016). Predict the reactants needed to synthesize the given product. Given the product [CH:9]([O:6][C:4](=[O:5])/[CH:3]=[CH:2]\[C:1]([NH2:14])=[O:7])([CH3:10])[CH3:8], predict the reactants needed to synthesize it. The reactants are: [C:1]1(=[O:7])[O:6][C:4](=[O:5])[CH:3]=[CH:2]1.[CH3:8][CH:9](O)[CH3:10].C([N:14](CC)CC)C.ClC(OCC)=O.O.N.